From a dataset of Reaction yield outcomes from USPTO patents with 853,638 reactions. Predict the reaction yield, written as a fraction of the theoretical maximum amount of product (1.0 means a 100% yield; for example, 0.34 means a 34% yield). (1) The reactants are [CH3:1][O:2][C:3]1[N:8]=[C:7]([O:9][CH:10]2[CH2:27][CH:26]3[CH:12]([C:13](=[O:33])[N:14]([CH3:32])[CH2:15][CH2:16][CH2:17][CH2:18][CH:19]=[CH:20][CH:21]4[C:23]([C:29](O)=[O:30])([NH:24][C:25]3=[O:28])[CH2:22]4)[CH2:11]2)[CH:6]=[C:5]([O:34][CH3:35])[N:4]=1.[CH:36]1([S:39]([NH2:42])(=[O:41])=[O:40])[CH2:38][CH2:37]1.CCN=C=NCCCN(C)C.C1CCN2C(=NCCC2)CC1. The catalyst is C(Cl)Cl. The product is [CH3:1][O:2][C:3]1[N:8]=[C:7]([O:9][CH:10]2[CH2:27][CH:26]3[CH:12]([C:13](=[O:33])[N:14]([CH3:32])[CH2:15][CH2:16][CH2:17][CH2:18][CH:19]=[CH:20][CH:21]4[C:23]([C:29]([NH:42][S:39]([CH:36]5[CH2:38][CH2:37]5)(=[O:41])=[O:40])=[O:30])([NH:24][C:25]3=[O:28])[CH2:22]4)[CH2:11]2)[CH:6]=[C:5]([O:34][CH3:35])[N:4]=1. The yield is 0.700. (2) The reactants are Br[C:2]1[S:3][CH:4]=[CH:5][N:6]=1.C(N(CC)CC)C.[CH:14]#[C:15][CH2:16][CH2:17][CH3:18]. The catalyst is COCCOC.[Cu]I.Cl[Pd](Cl)([P](C1C=CC=CC=1)(C1C=CC=CC=1)C1C=CC=CC=1)[P](C1C=CC=CC=1)(C1C=CC=CC=1)C1C=CC=CC=1. The product is [C:14]([C:2]1[S:3][CH:4]=[CH:5][N:6]=1)#[C:15][CH2:16][CH2:17][CH3:18]. The yield is 0.440.